The task is: Predict which catalyst facilitates the given reaction.. This data is from Catalyst prediction with 721,799 reactions and 888 catalyst types from USPTO. (1) Product: [CH3:24][O:25][C:26](=[O:34])[C@@H:27]([N:29]([C:35]([O:9][CH2:10][C:11]1[CH:12]=[CH:7][CH:5]=[CH:4][CH:13]=1)=[O:36])[CH2:30][C:31](=[O:15])[CH3:33])[CH3:28]. The catalyst class is: 5. Reactant: Cl.CO[C:4](=O)[C@H:5]([CH3:7])N.[O:9]=[CH:10][C:11](=[CH2:13])[CH3:12].S([O-])([O-])(=O)=[O:15].[Mg+2].C([BH3-])#N.[Na+].[CH3:24][O:25][C:26](=[O:34])[C@@H:27]([NH:29][CH2:30][C:31]([CH3:33])=C)[CH3:28].[CH3:35][O:36]C(=O)[C@@H](NCC(C)C)C. (2) Reactant: [OH:1][C:2]1[N:3]=[C:4]([C:11]2[C:12]([CH3:20])=[N:13][N:14]3[CH:19]=[CH:18][CH:17]=[CH:16][C:15]=23)[S:5][C:6]=1[C:7]([O:9][CH3:10])=[O:8].C(=O)([O-])[O-].[K+].[K+].Br[CH2:28][CH:29]=[CH2:30].O. Product: [CH3:20][C:12]1[C:11]([C:4]2[S:5][C:6]([C:7]([O:9][CH3:10])=[O:8])=[C:2]([O:1][CH2:30][CH:29]=[CH2:28])[N:3]=2)=[C:15]2[CH:16]=[CH:17][CH:18]=[CH:19][N:14]2[N:13]=1. The catalyst class is: 42. (3) Reactant: [CH3:1][C@H:2]([NH:10][CH3:11])[CH2:3][C:4]1[CH:5]=[CH:6][CH:7]=[CH:8][CH:9]=1.[CH2:12]([Cl:19])[C:13]1[CH:18]=[CH:17][CH:16]=[CH:15][CH:14]=1.C(=O)([O-])[O-].[Na+].[Na+].O. Product: [CH3:1][C@H:2]([N:10]([CH2:12][C:13]1[CH:14]=[CH:15][CH:16]=[CH:17][CH:18]=1)[CH3:11])[CH2:3][C:4]1[CH:5]=[CH:6][CH:7]=[CH:8][CH:9]=1.[ClH:19]. The catalyst class is: 11. (4) Reactant: C1C=CC2N(O)[N:8]=[N:7]C=2C=1.CCN=C=NCCCN(C)C.[Cl:22][C:23]1[CH:24]=[C:25]([CH:29]=[C:30]([CH3:32])[N:31]=1)[C:26](O)=[O:27].O.NN.C1CCCCC=1. Product: [Cl:22][C:23]1[CH:24]=[C:25]([CH:29]=[C:30]([CH3:32])[N:31]=1)[C:26]([NH:7][NH2:8])=[O:27]. The catalyst class is: 10. (5) Reactant: C([NH:5][CH2:6][C:7]([CH:9]([CH2:13][CH2:14][CH2:15][C@H:16]1[C@@H:24]2[C@@H:19]([NH:20][C:21]([NH:23]2)=[O:22])[CH2:18][S:17]1)[C:10](=[O:12])[OH:11])=[O:8])CCC.FC(F)(F)C(O)=O. Product: [NH2:5][CH2:6][C:7]([CH:9]([CH2:13][CH2:14][CH2:15][C@H:16]1[C@@H:24]2[C@@H:19]([NH:20][C:21]([NH:23]2)=[O:22])[CH2:18][S:17]1)[C:10](=[O:11])[OH:12])=[O:8]. The catalyst class is: 2. (6) Reactant: [NH2:1][C:2]1[C:3]([CH3:14])=[C:4]([C:9]([F:13])=[C:10]([Br:12])[CH:11]=1)[C:5]([O:7][CH3:8])=[O:6].[O:15]1[CH2:20][CH2:19][C:18](=O)[CH2:17][CH2:16]1.C(O)(=O)C.C(O[BH-](OC(=O)C)OC(=O)C)(=O)C.[Na+].C([O-])(O)=O.[Na+]. Product: [Br:12][C:10]1[C:9]([F:13])=[C:4]([C:3]([CH3:14])=[C:2]([NH:1][CH:18]2[CH2:19][CH2:20][O:15][CH2:16][CH2:17]2)[CH:11]=1)[C:5]([O:7][CH3:8])=[O:6]. The catalyst class is: 325. (7) Reactant: C(OC([N:8]1[CH2:11][CH:10]([C:12]2[CH:13]=[N:14][C:15]([NH:18][C:19]3[C:24]4=[CH:25][N:26]([C:28]5[C:33]([C:34]#[N:35])=[CH:32][CH:31]=[CH:30][C:29]=5[Cl:36])[N:27]=[C:23]4[C:22]([F:37])=[CH:21][N:20]=3)=[CH:16][CH:17]=2)[CH2:9]1)=O)(C)(C)C. Product: [ClH:36].[NH:8]1[CH2:9][CH:10]([C:12]2[CH:17]=[CH:16][C:15]([NH:18][C:19]3[C:24]4=[CH:25][N:26]([C:28]5[C:29]([Cl:36])=[CH:30][CH:31]=[CH:32][C:33]=5[C:34]#[N:35])[N:27]=[C:23]4[C:22]([F:37])=[CH:21][N:20]=3)=[N:14][CH:13]=2)[CH2:11]1. The catalyst class is: 33.